From a dataset of Catalyst prediction with 721,799 reactions and 888 catalyst types from USPTO. Predict which catalyst facilitates the given reaction. Reactant: [C:1]([O:5][C:6]([N:8]1[C:16]2[C:11](=[CH:12][C:13]([C:17]3[CH:18]=[N:19][CH:20]=[C:21]([O:23][CH:24]([CH2:35][N:36]=[N+]=[N-])[CH2:25][C:26]4[C:34]5[C:29](=[CH:30][CH:31]=[CH:32][CH:33]=5)[NH:28][CH:27]=4)[CH:22]=3)=[CH:14][CH:15]=2)[C:10]([CH3:39])=[N:9]1)=[O:7])([CH3:4])([CH3:3])[CH3:2]. Product: [C:1]([O:5][C:6]([N:8]1[C:16]2[C:11](=[CH:12][C:13]([C:17]3[CH:18]=[N:19][CH:20]=[C:21]([O:23][CH:24]([CH2:35][NH2:36])[CH2:25][C:26]4[C:34]5[C:29](=[CH:30][CH:31]=[CH:32][CH:33]=5)[NH:28][CH:27]=4)[CH:22]=3)=[CH:14][CH:15]=2)[C:10]([CH3:39])=[N:9]1)=[O:7])([CH3:2])([CH3:4])[CH3:3]. The catalyst class is: 29.